This data is from Catalyst prediction with 721,799 reactions and 888 catalyst types from USPTO. The task is: Predict which catalyst facilitates the given reaction. (1) Product: [F:11][C:8]1[CH:9]=[CH:10][C:5]([CH:3]([OH:4])[CH:2]([NH:1][C:33](=[O:34])[CH2:32][CH2:31][CH2:30][CH2:29][C:23]2[CH:28]=[CH:27][CH:26]=[CH:25][CH:24]=2)[CH2:12][C:13]2[CH:18]=[CH:17][C:16]([C:19]([F:22])([F:20])[F:21])=[CH:15][CH:14]=2)=[CH:6][CH:7]=1. The catalyst class is: 47. Reactant: [NH2:1][CH:2]([CH2:12][C:13]1[CH:18]=[CH:17][C:16]([C:19]([F:22])([F:21])[F:20])=[CH:15][CH:14]=1)[CH:3]([C:5]1[CH:10]=[CH:9][C:8]([F:11])=[CH:7][CH:6]=1)[OH:4].[C:23]1([CH2:29][CH2:30][CH2:31][CH2:32][C:33](O)=[O:34])[CH:28]=[CH:27][CH:26]=[CH:25][CH:24]=1.Cl.C(N=C=NCCCN(C)C)C.ON1C2C=CC=CC=2N=N1. (2) The catalyst class is: 2. Reactant: [S:1]1[C:5]2[CH:6]=[CH:7][CH:8]=[CH:9][C:4]=2[C:3]([N:10]2[CH2:15][CH2:14][N:13]([CH2:16][CH2:17][C:18]3[CH:19]=[C:20]([F:31])[CH:21]=[C:22]4[C:27]=3[NH:26][C:25](=[O:28])[CH2:24][C:23]4([CH3:30])[CH3:29])[CH2:12][CH2:11]2)=[N:2]1.C1(S(N2C(C3C=CC=CC=3)O2)(=O)=[O:39])C=CC=CC=1. Product: [F:31][C:20]1[CH:21]=[C:22]2[C:27](=[C:18]([CH2:17][CH2:16][N:13]3[CH2:12][CH2:11][N:10]([C:3]4[C:4]5[CH:9]=[CH:8][CH:7]=[CH:6][C:5]=5[S:1](=[O:39])[N:2]=4)[CH2:15][CH2:14]3)[CH:19]=1)[NH:26][C:25](=[O:28])[CH2:24][C:23]2([CH3:29])[CH3:30]. (3) Reactant: [CH3:1][C:2]([CH3:20])([Si:4]([CH3:19])([CH3:18])[O:5][CH2:6][CH:7]([OH:17])[CH2:8][O:9][Si:10]([CH3:16])([CH3:15])[C:11]([CH3:14])([CH3:13])[CH3:12])[CH3:3].N1C=CC=CC=1.[F:27][C:28]([F:41])([F:40])[S:29](O[S:29]([C:28]([F:41])([F:40])[F:27])(=[O:31])=[O:30])(=[O:31])=[O:30].Cl. Product: [F:27][C:28]([F:41])([F:40])[S:29]([O:17][CH:7]([CH2:6][O:5][Si:4]([C:2]([CH3:20])([CH3:1])[CH3:3])([CH3:19])[CH3:18])[CH2:8][O:9][Si:10]([C:11]([CH3:12])([CH3:13])[CH3:14])([CH3:15])[CH3:16])(=[O:31])=[O:30]. The catalyst class is: 2. (4) Reactant: [OH:1][C:2]12[CH2:11][CH:6]3[CH2:7][CH:8]([CH2:10][CH:4]([C:5]3=[O:12])[CH2:3]1)[CH2:9]2.[CH3:13][C:14]([CH3:20])([CH3:19])[CH2:15][C:16](Cl)=[O:17].OP([O-])(O)=O.[K+]. Product: [O:12]=[C:5]1[CH:6]2[CH2:11][C:2]3([O:1][C:16](=[O:17])[CH2:15][C:14]([CH3:20])([CH3:19])[CH3:13])[CH2:9][CH:8]([CH2:10][CH:4]1[CH2:3]3)[CH2:7]2. The catalyst class is: 79. (5) Product: [I:11][C:6]1[NH:5][C:4]([C:7]#[N:8])=[N:3][C:2]=1[CH3:1]. Reactant: [CH3:1][C:2]1[N:3]=[C:4]([C:7]#[N:8])[NH:5][CH:6]=1.[OH-].[Na+].[I:11]I. The catalyst class is: 4. (6) Reactant: [CH3:1][C:2]1([CH3:23])[O:6][CH:5]([C:7]2[N:12]=[CH:11][C:10]([NH:13][C:14](=[O:22])OC3C=CC=CC=3)=[CH:9][CH:8]=2)[CH2:4][O:3]1.[Cl:24][C:25]1[CH:26]=[C:27]([N:31]2[C:35]([CH2:36][NH2:37])=[CH:34][C:33]([C:38]([F:41])([F:40])[F:39])=[N:32]2)[CH:28]=[CH:29][CH:30]=1. Product: [Cl:24][C:25]1[CH:26]=[C:27]([N:31]2[C:35]([CH2:36][NH:37][C:14]([NH:13][C:10]3[CH:11]=[N:12][C:7]([CH:5]4[CH2:4][O:3][C:2]([CH3:1])([CH3:23])[O:6]4)=[CH:8][CH:9]=3)=[O:22])=[CH:34][C:33]([C:38]([F:39])([F:40])[F:41])=[N:32]2)[CH:28]=[CH:29][CH:30]=1. The catalyst class is: 599. (7) Reactant: Br[C:2]1[C:3]([CH3:32])=[C:4]([CH2:7][O:8][C:9]2[CH:14]=[CH:13][C:12]3[C:15]4([CH2:30][O:31][C:11]=3[CH:10]=2)[CH2:20][CH2:19][N:18]([CH2:21][CH2:22][C:23]([O:25][C:26]([CH3:29])([CH3:28])[CH3:27])=[O:24])[CH2:17][CH2:16]4)[S:5][CH:6]=1.O.[O-]P([O-])([O-])=O.[K+].[K+].[K+]. Product: [CH2:6]([C:2]1[C:3]([CH3:32])=[C:4]([CH2:7][O:8][C:9]2[CH:14]=[CH:13][C:12]3[C:15]4([CH2:30][O:31][C:11]=3[CH:10]=2)[CH2:20][CH2:19][N:18]([CH2:21][CH2:22][C:23]([O:25][C:26]([CH3:27])([CH3:28])[CH3:29])=[O:24])[CH2:17][CH2:16]4)[S:5][CH:6]=1)[CH2:2][CH2:3][CH3:4]. The catalyst class is: 164. (8) Reactant: Cl[C:2]1[CH:11]=[CH:10][C:5]([C:6]([O:8][CH3:9])=[O:7])=[CH:4][N:3]=1.[NH2:12][CH2:13][C:14]1[CH:19]=[CH:18][C:17]([C:20]2[C:21]([C:27]([O:29][CH3:30])=[O:28])=[C:22]([F:26])[CH:23]=[CH:24][CH:25]=2)=[CH:16][C:15]=1[F:31].C(N(CC)CC)C. Product: [F:31][C:15]1[CH:16]=[C:17]([C:20]2[CH:25]=[CH:24][CH:23]=[C:22]([F:26])[C:21]=2[C:27]([O:29][CH3:30])=[O:28])[CH:18]=[CH:19][C:14]=1[CH2:13][NH:12][C:2]1[CH:11]=[CH:10][C:5]([C:6]([O:8][CH3:9])=[O:7])=[CH:4][N:3]=1. The catalyst class is: 5. (9) Reactant: [OH-].[Na+].[Cl:3][C:4]1[C:5](=[CH:10][C:11](=[S:21](=[O:23])=[O:22])[CH:12]([CH3:20])[C:13]=1[C:14]1[CH2:18][CH:17]([CH3:19])[O:16][N:15]=1)[C:6]([O:8]C)=[O:7]. Product: [Cl:3][C:4]1[C:5](=[CH:10][C:11](=[S:21](=[O:22])=[O:23])[CH:12]([CH3:20])[C:13]=1[C:14]1[CH2:18][CH:17]([CH3:19])[O:16][N:15]=1)[C:6]([OH:8])=[O:7]. The catalyst class is: 5.